This data is from Forward reaction prediction with 1.9M reactions from USPTO patents (1976-2016). The task is: Predict the product of the given reaction. (1) Given the reactants [Na+].[Cl-].[CH3:3][C:4]([CH3:28])=[CH:5][CH2:6][C:7]1[CH:8]=[C:9]([C:14]2O[C:23]3[CH:22]=[C:21]([OH:25])[CH:20]=[C:19](O)[C:18]=3[C:16](=O)[C:15]=2O)[CH:10]=[CH:11][C:12]=1[OH:13].C[OH:30], predict the reaction product. The product is: [OH:30][C:8]1[C:7]([CH2:6][CH:5]=[C:4]([CH3:28])[CH3:3])=[C:12]([OH:13])[CH:11]=[CH:10][C:9]=1[CH2:14][CH2:15][CH2:16][C:18]1[CH:19]=[CH:20][C:21]([OH:25])=[CH:22][CH:23]=1. (2) Given the reactants [N:1]([C@@H:4]([C:14]1[CH:15]=[CH:16][C:17]([CH:20]([F:22])[F:21])=[N:18][CH:19]=1)[CH2:5][O:6][Si](C(C)(C)C)(C)C)=[N+:2]=[N-:3].Cl, predict the reaction product. The product is: [N:1]([C@@H:4]([C:14]1[CH:19]=[N:18][C:17]([CH:20]([F:21])[F:22])=[CH:16][CH:15]=1)[CH2:5][OH:6])=[N+:2]=[N-:3]. (3) Given the reactants [C:1]([O:5][C:6]([N:8]([CH3:34])[CH2:9][CH2:10][N:11]1[C:15]2[CH:16]=[CH:17][C:18]([C:20](O)=[O:21])=[CH:19][C:14]=2[N:13]=[C:12]1[NH:23][C:24]1[S:25][C:26]2[CH:32]=[C:31]([Cl:33])[CH:30]=[CH:29][C:27]=2[N:28]=1)=[O:7])([CH3:4])([CH3:3])[CH3:2].[NH2:35][CH2:36][CH2:37][O:38][CH2:39][CH2:40][OH:41].CN(C(ON1N=NC2C=CC=CC1=2)=[N+](C)C)C.F[P-](F)(F)(F)(F)F.CCN(C(C)C)C(C)C, predict the reaction product. The product is: [C:1]([O:5][C:6](=[O:7])[N:8]([CH2:9][CH2:10][N:11]1[C:15]2[CH:16]=[CH:17][C:18]([C:20](=[O:21])[NH:35][CH2:36][CH2:37][O:38][CH2:39][CH2:40][OH:41])=[CH:19][C:14]=2[N:13]=[C:12]1[NH:23][C:24]1[S:25][C:26]2[CH:32]=[C:31]([Cl:33])[CH:30]=[CH:29][C:27]=2[N:28]=1)[CH3:34])([CH3:2])([CH3:4])[CH3:3]. (4) Given the reactants [F:1][C:2]1[CH:7]=[CH:6][CH:5]=[C:4]([O:8][C:9]2[CH:14]=[CH:13][C:12]([CH2:15][CH2:16][CH3:17])=[CH:11][C:10]=2[O:18]C)[N:3]=1.B(Br)(Br)Br.[NH4+].[Cl-], predict the reaction product. The product is: [F:1][C:2]1[N:3]=[C:4]([O:8][C:9]2[CH:14]=[CH:13][C:12]([CH2:15][CH2:16][CH3:17])=[CH:11][C:10]=2[OH:18])[CH:5]=[CH:6][CH:7]=1.